The task is: Predict the product of the given reaction.. This data is from Forward reaction prediction with 1.9M reactions from USPTO patents (1976-2016). (1) The product is: [CH3:32][O:31][C:29](=[O:30])[NH:1][C:2]1[CH:7]=[CH:6][C:5]([NH:8][C:9]2[N:17]=[C:16]([NH:18][C@H:19]3[CH2:20][CH2:21][C@H:22]([OH:25])[CH2:23][CH2:24]3)[N:15]=[C:14]3[C:10]=2[N:11]=[CH:12][N:13]3[CH2:26][CH3:27])=[CH:4][CH:3]=1. Given the reactants [NH2:1][C:2]1[CH:7]=[CH:6][C:5]([NH:8][C:9]2[N:17]=[C:16]([NH:18][C@H:19]3[CH2:24][CH2:23][C@H:22]([OH:25])[CH2:21][CH2:20]3)[N:15]=[C:14]3[C:10]=2[N:11]=[CH:12][N:13]3[CH2:26][CH3:27])=[CH:4][CH:3]=1.Cl[C:29]([O:31][CH3:32])=[O:30], predict the reaction product. (2) Given the reactants [NH2:1][C:2]1[C:6]2[CH:7]=[C:8]([Cl:11])[CH:9]=[CH:10][C:5]=2[O:4][C:3]=1[C:12]#[N:13].[OH2:14], predict the reaction product. The product is: [NH2:1][C:2]1[C:6]2[CH:7]=[C:8]([Cl:11])[CH:9]=[CH:10][C:5]=2[O:4][C:3]=1[C:12]([NH2:13])=[O:14]. (3) Given the reactants [C:1]([N:9]=[C:10]=[O:11])(=[O:8])[C:2]1[CH:7]=[CH:6][CH:5]=[CH:4][CH:3]=1.[NH2:12][C:13]1[CH:20]=[CH:19][CH:18]=[C:17]([CH:21]=[C:22]([CH3:24])[CH3:23])[C:14]=1[C:15]#[N:16], predict the reaction product. The product is: [C:15]([C:14]1[C:17]([CH:21]=[C:22]([CH3:23])[CH3:24])=[CH:18][CH:19]=[CH:20][C:13]=1[NH:12][C:10]([NH:9][C:1](=[O:8])[C:2]1[CH:7]=[CH:6][CH:5]=[CH:4][CH:3]=1)=[O:11])#[N:16]. (4) Given the reactants Cl[C:2]1[C:3]([C:8]#[N:9])=[N:4][CH:5]=[CH:6][CH:7]=1.[Br:10][C:11]1[CH:16]=[CH:15][C:14]([OH:17])=[CH:13][CH:12]=1.C(=O)([O-])[O-].[Cs+].[Cs+].O, predict the reaction product. The product is: [Br:10][C:11]1[CH:16]=[CH:15][C:14]([O:17][C:2]2[C:3]([C:8]#[N:9])=[N:4][CH:5]=[CH:6][CH:7]=2)=[CH:13][CH:12]=1. (5) The product is: [NH2:1][S:3]([C:6]1[CH:7]=[C:8]([CH2:12][C:13]([O:15][CH3:16])=[O:14])[CH:9]=[CH:10][CH:11]=1)(=[O:5])=[O:4]. Given the reactants [NH3:1].Cl[S:3]([C:6]1[CH:7]=[C:8]([CH2:12][C:13]([O:15][CH3:16])=[O:14])[CH:9]=[CH:10][CH:11]=1)(=[O:5])=[O:4], predict the reaction product. (6) Given the reactants FC(F)(F)C(O)=O.[CH3:8][N:9]([CH3:44])[CH2:10][CH2:11][CH2:12][O:13][C:14]1[C:15]([F:43])=[CH:16][C:17]2[N:21]=[C:20]([C:22]3[C:26]([NH:27][C:28]([N:30]4[CH2:35][CH2:34][CH2:33][CH2:32][CH2:31]4)=[O:29])=[CH:25][N:24](C4CCCCO4)[N:23]=3)[NH:19][C:18]=2[CH:42]=1, predict the reaction product. The product is: [CH3:44][N:9]([CH3:8])[CH2:10][CH2:11][CH2:12][O:13][C:14]1[C:15]([F:43])=[CH:16][C:17]2[N:21]=[C:20]([C:22]3[C:26]([NH:27][C:28]([N:30]4[CH2:35][CH2:34][CH2:33][CH2:32][CH2:31]4)=[O:29])=[CH:25][NH:24][N:23]=3)[NH:19][C:18]=2[CH:42]=1. (7) Given the reactants [C:1]([C:5]1[N:10]=[C:9]([NH:11][C:12]2[CH:13]=[C:14]([NH:21][C@@H:22]3[CH2:27][CH2:26][CH2:25][CH2:24][C@@H:23]3[NH:28]C(=O)OC(C)(C)C)[N:15]=[N:16][C:17]=2[C:18](=[O:20])[NH2:19])[CH:8]=[CH:7][CH:6]=1)([CH3:4])([CH3:3])[CH3:2].C(O)(C(F)(F)F)=O.C(O)C, predict the reaction product. The product is: [NH2:28][C@H:23]1[CH2:24][CH2:25][CH2:26][CH2:27][C@H:22]1[NH:21][C:14]1[N:15]=[N:16][C:17]([C:18]([NH2:19])=[O:20])=[C:12]([NH:11][C:9]2[CH:8]=[CH:7][CH:6]=[C:5]([C:1]([CH3:4])([CH3:3])[CH3:2])[N:10]=2)[CH:13]=1. (8) Given the reactants [Cr](Cl)([O-])(=O)=O.[NH+]1C=CC=CC=1.[CH3:12]/[C:13](=[CH:18]\[C:19]1[CH:24]=[CH:23][CH:22]=[CH:21][CH:20]=1)/[CH2:14][CH2:15][CH2:16][OH:17].C(OCC)C, predict the reaction product. The product is: [CH3:12]/[C:13](=[CH:18]\[C:19]1[CH:24]=[CH:23][CH:22]=[CH:21][CH:20]=1)/[CH2:14][CH2:15][CH:16]=[O:17].